Dataset: CYP3A4 inhibition data for predicting drug metabolism from PubChem BioAssay. Task: Regression/Classification. Given a drug SMILES string, predict its absorption, distribution, metabolism, or excretion properties. Task type varies by dataset: regression for continuous measurements (e.g., permeability, clearance, half-life) or binary classification for categorical outcomes (e.g., BBB penetration, CYP inhibition). Dataset: cyp3a4_veith. (1) The drug is Nc1ccc(CCN2CCN(c3cccc(C(F)(F)F)c3)CC2)cc1. The result is 1 (inhibitor). (2) The result is 1 (inhibitor). The drug is COc1ccc(O[C@H]2C=C[C@@H](c3ccccc3)O[C@H]2CO/N=C\C[C@@H]2C=C[C@H](OC(C)=O)[C@H](COC(C)=O)O2)cc1. (3) The compound is O=C(Nc1ccccc1)N1CC2(CCN(C(=O)c3ccco3)CC2)C1. The result is 0 (non-inhibitor). (4) The drug is Nc1nc2c(c(=O)[nH]1)N[C@H](CCNc1ccc(C(=O)O)cc1)CN2. The result is 0 (non-inhibitor). (5) The compound is CCCCOC(=O)C1=C(C)Nc2nnnn2C1c1ccc(OC)c(OC)c1OC. The result is 1 (inhibitor). (6) The molecule is COc1ccc(-c2cnnn2-c2ccc(NC(=O)c3ccco3)cc2)cc1OC. The result is 1 (inhibitor).